Dataset: Forward reaction prediction with 1.9M reactions from USPTO patents (1976-2016). Task: Predict the product of the given reaction. (1) The product is: [CH3:52][Si:2]([CH3:1])([O:7][C@@H:8]1[C@H:12]([O:13][Si:14]([CH3:20])([CH3:19])[C:15]([CH3:16])([CH3:17])[CH3:18])[C@@H:11]([CH2:21][O:22][Si:23]([CH3:28])([CH3:29])[C:24]([CH3:27])([CH3:26])[CH3:25])[O:10][C@H:9]1[N:30]1[CH:38]=[N:37][C:36]2[C:31]1=[N:32][C:33]([C:40]1[CH:41]=[N:42][N:43]([CH3:45])[CH:44]=1)=[N:34][C:35]=2[NH2:39])[C:3]([CH3:4])([CH3:5])[CH3:6]. Given the reactants [CH3:1][Si:2]([CH3:52])([O:7][C@@H:8]1[C@H:12]([O:13][Si:14]([CH3:20])([CH3:19])[C:15]([CH3:18])([CH3:17])[CH3:16])[C@@H:11]([CH2:21][O:22][Si:23]([CH3:29])([CH3:28])[C:24]([CH3:27])([CH3:26])[CH3:25])[O:10][C@H:9]1[N:30]1[CH:38]=[N:37][C:36]2[C:31]1=[N:32][C:33]([C:40]1[CH:41]=[N:42][N:43]([CH2:45]C3C=CC=CC=3)[CH:44]=1)=[N:34][C:35]=2[NH2:39])[C:3]([CH3:6])([CH3:5])[CH3:4].IC1C(C)=NNC=1.IC1C=CC(CC2C=CNN=2)=CC=1, predict the reaction product. (2) Given the reactants Cl[CH2:2][CH2:3][NH:4][C:5]([NH:7][C:8]1[CH:13]=[CH:12][C:11]([C:14]([F:17])([F:16])[F:15])=[CH:10][CH:9]=1)=[O:6].C([O-])([O-])=O.[K+].[K+], predict the reaction product. The product is: [F:15][C:14]([F:17])([F:16])[C:11]1[CH:12]=[CH:13][C:8]([N:7]2[CH2:2][CH2:3][NH:4][C:5]2=[O:6])=[CH:9][CH:10]=1. (3) Given the reactants Cl[C:2]1[C:3]([C:16]2[CH:21]=[CH:20][CH:19]=[CH:18][CH:17]=2)=[N:4][C:5]2[C:10]([N:11]=1)=[CH:9][C:8]([C:12]([O:14][CH3:15])=[O:13])=[CH:7][CH:6]=2.[CH:22]1[C:31]2[C:26](=[CH:27][CH:28]=[CH:29][CH:30]=2)[CH:25]=[CH:24][C:23]=1B(O)O, predict the reaction product. The product is: [CH:30]1[C:31]2[C:26](=[CH:25][CH:24]=[CH:23][CH:22]=2)[CH:27]=[CH:28][C:29]=1[C:2]1[C:3]([C:16]2[CH:21]=[CH:20][CH:19]=[CH:18][CH:17]=2)=[N:4][C:5]2[C:10]([N:11]=1)=[CH:9][C:8]([C:12]([O:14][CH3:15])=[O:13])=[CH:7][CH:6]=2. (4) Given the reactants [OH:1][C:2]1[C:11]2[C:6](=[C:7]([O:12][CH3:13])[CH:8]=[CH:9][CH:10]=2)[N:5]([CH3:14])[C:4](=[O:15])[C:3]=1[C:16]([O:18]C)=O.Cl.[CH3:21][O:22][C:23](=[O:27])[C@H:24]([CH3:26])[NH2:25], predict the reaction product. The product is: [OH:1][C:2]1[C:11]2[C:6](=[C:7]([O:12][CH3:13])[CH:8]=[CH:9][CH:10]=2)[N:5]([CH3:14])[C:4](=[O:15])[C:3]=1[C:16]([NH:25][C@@H:24]([CH3:26])[C:23]([O:22][CH3:21])=[O:27])=[O:18]. (5) Given the reactants [NH2:1][C:2]1[N:7]=[CH:6][C:5]([C:8]2[CH:9]=[CH:10][C:11]3[N:12]([CH:14]=[C:15]([NH:17][C:18](=[O:27])[CH2:19][O:20][CH:21]4[CH2:26][CH2:25][NH:24][CH2:23][CH2:22]4)[N:16]=3)[CH:13]=2)=[CH:4][C:3]=1[C:28]([F:31])([F:30])[F:29].[C:32](O)(=O)[CH3:33].C(=O)C.C([BH3-])#N.[Na+], predict the reaction product. The product is: [NH2:1][C:2]1[N:7]=[CH:6][C:5]([C:8]2[CH:9]=[CH:10][C:11]3[N:12]([CH:14]=[C:15]([NH:17][C:18](=[O:27])[CH2:19][O:20][CH:21]4[CH2:26][CH2:25][N:24]([CH2:32][CH3:33])[CH2:23][CH2:22]4)[N:16]=3)[CH:13]=2)=[CH:4][C:3]=1[C:28]([F:30])([F:29])[F:31].